Predict the reactants needed to synthesize the given product. From a dataset of Full USPTO retrosynthesis dataset with 1.9M reactions from patents (1976-2016). Given the product [C:23]1([CH2:29][CH2:30][C:31]([N:33]2[CH2:38][CH2:37][CH:36]([CH2:39][N:40]3[C:48]4[C:43](=[CH:44][C:45]([C:2]5[CH:3]=[N:4][N:5]([CH:11]6[CH2:16][CH2:15][CH2:14][CH2:13][O:12]6)[C:6]=5[C:7]([F:10])([F:9])[F:8])=[CH:46][CH:47]=4)[CH:42]=[CH:41]3)[CH2:35][CH2:34]2)=[O:32])[CH:28]=[CH:27][CH:26]=[CH:25][CH:24]=1, predict the reactants needed to synthesize it. The reactants are: Br[C:2]1[CH:3]=[N:4][N:5]([CH:11]2[CH2:16][CH2:15][CH2:14][CH2:13][O:12]2)[C:6]=1[C:7]([F:10])([F:9])[F:8].C([O-])([O-])=O.[Cs+].[Cs+].[C:23]1([CH2:29][CH2:30][C:31]([N:33]2[CH2:38][CH2:37][CH:36]([CH2:39][N:40]3[C:48]4[C:43](=[CH:44][C:45](B5OC(C)(C)C(C)(C)O5)=[CH:46][CH:47]=4)[CH:42]=[CH:41]3)[CH2:35][CH2:34]2)=[O:32])[CH:28]=[CH:27][CH:26]=[CH:25][CH:24]=1.ClCCl.